This data is from NCI-60 drug combinations with 297,098 pairs across 59 cell lines. The task is: Regression. Given two drug SMILES strings and cell line genomic features, predict the synergy score measuring deviation from expected non-interaction effect. Drug 1: CC1=C(C(=CC=C1)Cl)NC(=O)C2=CN=C(S2)NC3=CC(=NC(=N3)C)N4CCN(CC4)CCO. Drug 2: C1=NC2=C(N1)C(=S)N=CN2. Cell line: UACC62. Synergy scores: CSS=25.2, Synergy_ZIP=12.8, Synergy_Bliss=15.8, Synergy_Loewe=-3.33, Synergy_HSA=-0.805.